Predict the product of the given reaction. From a dataset of Forward reaction prediction with 1.9M reactions from USPTO patents (1976-2016). (1) Given the reactants [NH2:1][C:2]1[CH:7]=[C:6]([O:8][C:9]2[CH:14]=[CH:13][C:12]([NH:15][C:16]([C:18]3([C:21]([NH:23][C:24]4[CH:29]=[CH:28][C:27]([F:30])=[CH:26][CH:25]=4)=[O:22])[CH2:20][CH2:19]3)=[O:17])=[C:11]([F:31])[CH:10]=2)[CH:5]=[CH:4][N:3]=1.[CH2:32]([N:34]([CH2:37][CH3:38])[CH2:35][CH3:36])C.Cl[C:40](OC1C=CC=CC=1)=[O:41].[O:49]1CCCC1, predict the reaction product. The product is: [F:31][C:11]1[CH:10]=[C:9]([O:8][C:6]2[CH:5]=[CH:4][N:3]=[C:2]([NH:1][C:32]([N:34]3[CH2:37][CH2:38][CH:40]([OH:41])[CH2:36][CH2:35]3)=[O:49])[CH:7]=2)[CH:14]=[CH:13][C:12]=1[NH:15][C:16]([C:18]1([C:21]([NH:23][C:24]2[CH:25]=[CH:26][C:27]([F:30])=[CH:28][CH:29]=2)=[O:22])[CH2:20][CH2:19]1)=[O:17]. (2) Given the reactants [CH3:1][C:2]1[CH:7]=[C:6]([CH3:8])[CH:5]=[CH:4][C:3]=1[NH:9][C:10]1[CH:15]=[CH:14][C:13]([CH3:16])=[CH:12][C:11]=1[CH3:17].I[C:19]1[CH:24]=[CH:23][CH:22]=[CH:21][CH:20]=1.P(C(C)(C)C)(C(C)(C)C)C(C)(C)C.CC(C)([O-])C.[Na+], predict the reaction product. The product is: [CH3:17][C:11]1[CH:12]=[C:13]([CH3:16])[CH:14]=[CH:15][C:10]=1[N:9]([C:19]1[CH:24]=[CH:23][CH:22]=[CH:21][CH:20]=1)[C:3]1[CH:4]=[CH:5][C:6]([CH3:8])=[CH:7][C:2]=1[CH3:1]. (3) Given the reactants [CH3:1][O:2][C:3]1[CH:11]=[C:10]2[C:6]([CH:7]=[CH:8][NH:9]2)=[CH:5][CH:4]=1.F[C:13]1[CH:20]=[CH:19][C:16]([C:17]#[N:18])=[C:15]([NH:21][CH:22]2[CH2:27][CH2:26][CH:25]([OH:28])[CH2:24][CH2:23]2)[CH:14]=1.[H-].[Na+], predict the reaction product. The product is: [OH:28][CH:25]1[CH2:24][CH2:23][CH:22]([NH:21][C:15]2[CH:14]=[C:13]([N:9]3[C:10]4[C:6](=[CH:5][CH:4]=[C:3]([O:2][CH3:1])[CH:11]=4)[CH:7]=[CH:8]3)[CH:20]=[CH:19][C:16]=2[C:17]#[N:18])[CH2:27][CH2:26]1. (4) The product is: [CH2:1]([O:3][C:4](=[O:31])[CH:5]([C:24]1[CH:25]=[N:26][C:27]([CH3:30])=[N:28][CH:29]=1)[CH2:6][CH2:7][CH2:8][CH2:9][CH2:10][CH2:11][CH2:12][C:13]1[CH:22]=[CH:21][C:20]2[CH2:19][CH2:18][CH2:17][NH:16][C:15]=2[N:14]=1)[CH3:2]. Given the reactants [CH2:1]([O:3][C:4](=[O:31])[CH:5]([C:24]1[CH:25]=[N:26][C:27]([CH3:30])=[N:28][CH:29]=1)[CH2:6][CH2:7][C:8](=O)[CH2:9][CH2:10][CH2:11][CH2:12][C:13]1[CH:22]=[CH:21][C:20]2[CH2:19][CH2:18][CH2:17][NH:16][C:15]=2[N:14]=1)[CH3:2].CCN(S(F)(F)F)CC.C([O-])(O)=O.[Na+], predict the reaction product. (5) Given the reactants Cl.[CH3:2][O:3][C:4]1[CH:5]=[C:6]([CH:11]=[CH:12][C:13]=1[C:14]1[O:18][C:17]([CH3:19])=[N:16][CH:15]=1)[C:7]([NH:9][NH2:10])=[O:8].[Cl:20][CH2:21][CH2:22][CH2:23][CH:24]([C:28]1[CH:33]=[C:32]([F:34])[C:31]([F:35])=[C:30]([F:36])[CH:29]=1)[C:25](O)=O.C(N(CC)CC)C.P(C#N)(OCC)(OCC)=O.C(Cl)(Cl)(Cl)Cl.C1(P(C2C=CC=CC=2)C2C=CC=CC=2)C=CC=CC=1, predict the reaction product. The product is: [Cl:20][CH2:21][CH2:22][CH2:23][CH:24]([C:25]1[O:8][C:7]([C:6]2[CH:11]=[CH:12][C:13]([C:14]3[O:18][C:17]([CH3:19])=[N:16][CH:15]=3)=[C:4]([O:3][CH3:2])[CH:5]=2)=[N:9][N:10]=1)[C:28]1[CH:29]=[C:30]([F:36])[C:31]([F:35])=[C:32]([F:34])[CH:33]=1. (6) Given the reactants Br[C:2]1[CH:3]=[C:4]2[C:15]3([CH2:19][O:18][C:17]([NH2:20])=[N:16]3)[C:14]3[C:9](=[CH:10][CH:11]=[C:12](I)[CH:13]=3)[O:8][C:5]2=[N:6][CH:7]=1.[CH2:22]1COC[CH2:23]1.[CH3:27][C:28]([OH:32])([C:30]#[CH:31])[CH3:29].C(N[CH:37]([CH3:39])[CH3:38])(C)C.[OH2:40], predict the reaction product. The product is: [NH2:20][C:17]1[O:18][CH2:19][C:15]2([C:4]3[C:5](=[N:6][CH:7]=[C:2]([C:31]#[C:30][C:28]([CH3:29])([OH:32])[CH3:27])[CH:3]=3)[O:8][C:9]3[C:14]2=[CH:13][C:12]([C:22]#[C:23][C:37]([CH3:38])([OH:40])[CH3:39])=[CH:11][CH:10]=3)[N:16]=1.